This data is from Catalyst prediction with 721,799 reactions and 888 catalyst types from USPTO. The task is: Predict which catalyst facilitates the given reaction. Reactant: [CH3:1][O:2][C:3](=[O:17])[CH2:4]/[CH:5]=[CH:6]/[C:7]1[CH:16]=[CH:15][C:10]2[N:11]=[C:12]([CH3:14])[S:13][C:9]=2[CH:8]=1. Product: [CH3:1][O:2][C:3](=[O:17])[CH2:4][CH2:5][CH2:6][C:7]1[CH:16]=[CH:15][C:10]2[N:11]=[C:12]([CH3:14])[S:13][C:9]=2[CH:8]=1. The catalyst class is: 123.